From a dataset of Catalyst prediction with 721,799 reactions and 888 catalyst types from USPTO. Predict which catalyst facilitates the given reaction. (1) Reactant: C(=O)([O-])[O-].[K+].[K+].Cl.O.[NH:9]1[CH2:14][CH2:13][C:12](=[O:15])[CH2:11][CH2:10]1.[CH3:16][S:17](Cl)(=[O:19])=[O:18]. Product: [CH3:16][S:17]([N:9]1[CH2:14][CH2:13][C:12](=[O:15])[CH2:11][CH2:10]1)(=[O:19])=[O:18]. The catalyst class is: 146. (2) Reactant: [C:1]([O:5][C:6]([NH:8][CH:9]([C:11]1[C:12]([O:28][CH3:29])=[C:13]([C:19]2[N:24]=[C:23]([C:25](O)=[O:26])[CH:22]=[CH:21][CH:20]=2)[C:14]([CH3:18])=[C:15]([Cl:17])[CH:16]=1)[CH3:10])=[O:7])([CH3:4])([CH3:3])[CH3:2].C[CH2:31][N:32](C(C)C)[CH:33](C)C.F[P-](F)(F)(F)(F)F.C[N+](C)=C(N(C)C)ON1C2N=CC=CC=2N=N1.Cl.CNC. Product: [C:1]([O:5][C:6](=[O:7])[NH:8][CH:9]([C:11]1[CH:16]=[C:15]([Cl:17])[C:14]([CH3:18])=[C:13]([C:19]2[CH:20]=[CH:21][CH:22]=[C:23]([C:25]([N:32]([CH3:33])[CH3:31])=[O:26])[N:24]=2)[C:12]=1[O:28][CH3:29])[CH3:10])([CH3:2])([CH3:3])[CH3:4]. The catalyst class is: 329. (3) Reactant: [F:8][C:7]([F:10])([F:9])[C:6](O[C:6](=[O:11])[C:7]([F:10])([F:9])[F:8])=[O:11].C(N(CC)CC)C.[F:21][C:22]1([F:49])[CH2:27][CH2:26][CH:25]([NH:28][C:29]2[CH:41]=[C:40]([N:42]3[CH2:47][CH2:46][N:45]([CH3:48])[CH2:44][CH2:43]3)[CH:39]=[CH:38][C:30]=2[C:31]([O:33][C:34]([CH3:37])([CH3:36])[CH3:35])=[O:32])[CH2:24][CH2:23]1. Product: [F:49][C:22]1([F:21])[CH2:27][CH2:26][CH:25]([N:28]([C:29]2[CH:41]=[C:40]([N:42]3[CH2:43][CH2:44][N:45]([CH3:48])[CH2:46][CH2:47]3)[CH:39]=[CH:38][C:30]=2[C:31]([O:33][C:34]([CH3:37])([CH3:36])[CH3:35])=[O:32])[C:6](=[O:11])[C:7]([F:8])([F:9])[F:10])[CH2:24][CH2:23]1. The catalyst class is: 96. (4) Reactant: [C:1]([O:5][C:6]([N:8]1[CH2:13][CH2:12][C:11]([CH2:17][S:18][C:19]2[CH:24]=[CH:23][C:22]([O:25][CH2:26][C:27]#[C:28][CH3:29])=[CH:21][CH:20]=2)([C:14](O)=[O:15])[CH2:10][CH2:9]1)=[O:7])([CH3:4])([CH3:3])[CH3:2].[OH:30][N:31]1C2C=CC=CC=2N=N1.Cl.CN(C)CCCN=C=NCC.NO. The catalyst class is: 31. Product: [C:1]([O:5][C:6]([N:8]1[CH2:13][CH2:12][C:11]([CH2:17][S:18][C:19]2[CH:24]=[CH:23][C:22]([O:25][CH2:26][C:27]#[C:28][CH3:29])=[CH:21][CH:20]=2)([C:14]([NH:31][OH:30])=[O:15])[CH2:10][CH2:9]1)=[O:7])([CH3:4])([CH3:3])[CH3:2]. (5) Reactant: [Cl:1][C:2]1[CH:9]=[C:8]([Cl:10])[CH:7]=[CH:6][C:3]=1[CH:4]=O.[C:11](#[N:15])[CH2:12][C:13]#[N:14].[OH-].[K+]. Product: [Cl:1][C:2]1[CH:9]=[C:8]([Cl:10])[CH:7]=[CH:6][C:3]=1[CH:4]=[C:12]([C:11]#[N:15])[C:13]#[N:14]. The catalyst class is: 8.